From a dataset of Full USPTO retrosynthesis dataset with 1.9M reactions from patents (1976-2016). Predict the reactants needed to synthesize the given product. (1) Given the product [F:33][C:30]1[CH:29]=[CH:28][C:27]([N:24]2[C:20]3[CH:21]=[N:22][CH:23]=[C:18]([C:16]([NH:15][C@H:4]([C:5]4[CH:10]=[CH:9][N:8]=[C:7]([S:11]([CH3:14])(=[O:12])=[O:13])[CH:6]=4)[CH2:3][CH2:2][O:1][S:44]([CH3:43])(=[O:46])=[O:45])=[O:17])[C:19]=3[CH:26]=[N:25]2)=[CH:32][CH:31]=1, predict the reactants needed to synthesize it. The reactants are: [OH:1][CH2:2][CH2:3][C@H:4]([NH:15][C:16]([C:18]1[C:19]2[CH:26]=[N:25][N:24]([C:27]3[CH:32]=[CH:31][C:30]([F:33])=[CH:29][CH:28]=3)[C:20]=2[CH:21]=[N:22][CH:23]=1)=[O:17])[C:5]1[CH:10]=[CH:9][N:8]=[C:7]([S:11]([CH3:14])(=[O:13])=[O:12])[CH:6]=1.C(N(CC)C(C)C)(C)C.[CH3:43][S:44](Cl)(=[O:46])=[O:45]. (2) The reactants are: O.[NH2:2][NH2:3].[Cl:4][C:5]1[CH:10]=[CH:9][C:8]([CH:11]([C:14]#[N:15])[C:12]#[N:13])=[CH:7][C:6]=1[CH3:16]. Given the product [Cl:4][C:5]1[CH:10]=[CH:9][C:8]([C:11]2[C:14]([NH2:15])=[N:2][NH:3][C:12]=2[NH2:13])=[CH:7][C:6]=1[CH3:16], predict the reactants needed to synthesize it. (3) Given the product [CH2:15]([C:4]1([CH2:17][CH3:18])[N:3]=[C:2]([C:23]2[CH:22]=[CH:21][C:20]([F:19])=[CH:25][C:24]=2[F:26])[C:7]2[CH:8]=[CH:9][C:10]([N+:12]([O-:14])=[O:13])=[CH:11][C:6]=2[O:5]1)[CH3:16], predict the reactants needed to synthesize it. The reactants are: Cl[C:2]1[C:7]2[CH:8]=[CH:9][C:10]([N+:12]([O-:14])=[O:13])=[CH:11][C:6]=2[O:5][C:4]([CH2:17][CH3:18])([CH2:15][CH3:16])[N:3]=1.[F:19][C:20]1[CH:25]=[C:24]([F:26])[CH:23]=[CH:22][C:21]=1B(O)O. (4) Given the product [F:1][C:2]([F:9])([F:8])[C:3]1[CH:4]=[N:5][N:6]([C:11]2[N:16]=[CH:15][C:14]([C:17](=[O:21])[CH2:18][CH2:19][CH3:20])=[CH:13][CH:12]=2)[CH:7]=1, predict the reactants needed to synthesize it. The reactants are: [F:1][C:2]([F:9])([F:8])[C:3]1[CH:4]=[N:5][NH:6][CH:7]=1.Cl[C:11]1[N:16]=[CH:15][C:14]([C:17](=[O:21])[CH2:18][CH2:19][CH3:20])=[CH:13][CH:12]=1.C(=O)([O-])[O-].[K+].[K+]. (5) Given the product [C:1]([O:5][C:6](=[O:25])[NH:7][C:8]1[CH:13]=[CH:12][C:11]([C:14]#[C:15][C:16]2[CH:21]=[CH:20][C:19]([F:22])=[CH:18][C:17]=2[F:23])=[CH:10][C:9]=1[NH:24][C:29](=[O:28])[CH2:30][C:31]([C:33]1[CH:40]=[CH:39][CH:38]=[C:35]([C:36]#[N:37])[CH:34]=1)=[O:32])([CH3:4])([CH3:2])[CH3:3], predict the reactants needed to synthesize it. The reactants are: [C:1]([O:5][C:6](=[O:25])[NH:7][C:8]1[CH:13]=[CH:12][C:11]([C:14]#[C:15][C:16]2[CH:21]=[CH:20][C:19]([F:22])=[CH:18][C:17]=2[F:23])=[CH:10][C:9]=1[NH2:24])([CH3:4])([CH3:3])[CH3:2].CC1(C)[O:32][C:31]([C:33]2[CH:34]=[C:35]([CH:38]=[CH:39][CH:40]=2)[C:36]#[N:37])=[CH:30][C:29](=O)[O:28]1. (6) Given the product [NH2:26][C@:20]1([CH3:19])[CH2:25][CH2:24][CH2:23][N:22]([C:2]2[N:3]([CH2:10][C:11]3[CH:18]=[CH:17][CH:16]=[CH:15][C:12]=3[C:13]#[N:14])[C:4](=[O:9])[C:5]([Cl:8])=[CH:6][N:7]=2)[CH2:21]1, predict the reactants needed to synthesize it. The reactants are: Cl[C:2]1[N:3]([CH2:10][C:11]2[CH:18]=[CH:17][CH:16]=[CH:15][C:12]=2[C:13]#[N:14])[C:4](=[O:9])[C:5]([Cl:8])=[CH:6][N:7]=1.[CH3:19][C@@:20]1([NH2:26])[CH2:25][CH2:24][CH2:23][NH:22][CH2:21]1. (7) Given the product [NH2:14][C:10]1[N:9]=[C:8]([NH:15][CH2:16][CH2:17][CH2:18][CH3:19])[C:7]([CH2:6][C:5]2[CH:20]=[CH:21][C:2]([N:34]3[CH2:35][CH2:36][N:31]([CH3:30])[CH2:32][C:33]3=[O:37])=[CH:3][C:4]=2[O:22][CH3:23])=[C:12]([CH3:13])[N:11]=1, predict the reactants needed to synthesize it. The reactants are: Br[C:2]1[CH:21]=[CH:20][C:5]([CH2:6][C:7]2[C:8]([NH:15][CH2:16][CH2:17][CH2:18][CH3:19])=[N:9][C:10]([NH2:14])=[N:11][C:12]=2[CH3:13])=[C:4]([O:22][CH3:23])[CH:3]=1.CNCCNC.[CH3:30][N:31]1[CH2:36][CH2:35][NH:34][C:33](=[O:37])[CH2:32]1.C([O-])([O-])=O.[Cs+].[Cs+].